The task is: Predict the reactants needed to synthesize the given product.. This data is from Full USPTO retrosynthesis dataset with 1.9M reactions from patents (1976-2016). (1) Given the product [C:63]([O:62][C:60]([NH:67][C:68]([NH:70][C:14](=[O:15])[CH2:13][C:12]1[CH:11]=[C:10]([C:17](=[O:26])[C:18]2[CH:19]=[CH:20][C:21]([O:24][CH3:25])=[CH:22][CH:23]=2)[S:9][C:8]=1[C:5]1[CH:4]=[CH:3][C:2]([Cl:1])=[CH:7][CH:6]=1)=[NH:69])=[O:61])([CH3:65])([CH3:66])[CH3:64], predict the reactants needed to synthesize it. The reactants are: [Cl:1][C:2]1[CH:7]=[CH:6][C:5]([C:8]2[S:9][C:10]([C:17](=[O:26])[C:18]3[CH:23]=[CH:22][C:21]([O:24][CH3:25])=[CH:20][CH:19]=3)=[CH:11][C:12]=2[CH2:13][C:14](O)=[O:15])=[CH:4][CH:3]=1.C1CN([P+](ON2N=NC3C=CC=CC2=3)(N2CCCC2)N2CCCC2)CC1.F[P-](F)(F)(F)(F)F.[C:60]([NH:67][C:68]([NH2:70])=[NH:69])([O:62][C:63]([CH3:66])([CH3:65])[CH3:64])=[O:61].C(N(CC)CC)C.C(OC(C)C)(C)C. (2) Given the product [CH2:1]([C:8]1[CH:16]=[C:15]([O:17][CH3:18])[CH:14]=[CH:13][C:9]=1[C:10]([NH:20][CH2:22][CH3:24])=[O:12])[C:2]1[CH:3]=[CH:4][CH:5]=[CH:6][CH:7]=1, predict the reactants needed to synthesize it. The reactants are: [CH2:1]([C:8]1[CH:16]=[C:15]([O:17][CH3:18])[CH:14]=[CH:13][C:9]=1[C:10]([OH:12])=O)[C:2]1[CH:7]=[CH:6][CH:5]=[CH:4][CH:3]=1.C[N:20]([CH:22]=O)C.[C:24](Cl)(=O)C(Cl)=O. (3) Given the product [F:16][C:17]([F:18])([F:19])[O:20][C:21]1[CH:22]=[CH:23][C:24]([C:27]#[C:28][C:2]2[N:7]=[N:6][C:5]3[O:8][C:9]4[CH:15]=[CH:14][CH:13]=[CH:12][C:10]=4[O:11][C:4]=3[CH:3]=2)=[CH:25][CH:26]=1, predict the reactants needed to synthesize it. The reactants are: I[C:2]1[N:7]=[N:6][C:5]2[O:8][C:9]3[CH:15]=[CH:14][CH:13]=[CH:12][C:10]=3[O:11][C:4]=2[CH:3]=1.[F:16][C:17]([O:20][C:21]1[CH:26]=[CH:25][C:24]([C:27]#[CH:28])=[CH:23][CH:22]=1)([F:19])[F:18].C(N(CC)CC)C.C(OCC)(=O)C. (4) Given the product [C:29]([O:33][C:34](=[O:36])[CH2:35][C:39](=[O:38])[CH2:40][CH:41]([OH:50])[CH2:42][CH2:43][C:44]1[CH:45]=[CH:46][CH:47]=[CH:48][CH:49]=1)([CH3:32])([CH3:31])[CH3:30], predict the reactants needed to synthesize it. The reactants are: [Li+].CC([N-]C(C)C)C.CCCCCCC.C1COCC1.C(C1C=CC=CC=1)C.[C:29]([O:33][C:34](=[O:36])[CH3:35])([CH3:32])([CH3:31])[CH3:30].C[O:38][C:39](=O)[CH2:40][CH:41]([OH:50])[CH2:42][CH2:43][C:44]1[CH:49]=[CH:48][CH:47]=[CH:46][CH:45]=1. (5) Given the product [Cl:1][C:2]1[CH:7]=[CH:6][C:5]([C:12]2[N:17]=[C:16]([NH2:18])[N:15]=[C:14]([NH:19][CH:20]3[CH2:24][CH2:23][CH2:22][CH2:21]3)[CH:13]=2)=[CH:4][CH:3]=1, predict the reactants needed to synthesize it. The reactants are: [Cl:1][C:2]1[CH:7]=[CH:6][C:5](B(O)O)=[CH:4][CH:3]=1.Cl[C:12]1[N:17]=[C:16]([NH2:18])[N:15]=[C:14]([NH:19][CH:20]2[CH2:24][CH2:23][CH2:22][CH2:21]2)[CH:13]=1. (6) The reactants are: Br[CH2:2][C:3]([O:5][CH3:6])=[O:4].FC(F)(F)C(O)=O.[CH3:14][CH:15]([O:17][C:18]1[CH:25]=[CH:24][C:23]([C:26]2[O:30][N:29]=[C:28]([C:31]3[C:32]([CH3:41])=[C:33]4[C:38](=[CH:39][CH:40]=3)[CH2:37][NH:36][CH2:35][CH2:34]4)[N:27]=2)=[CH:22][C:19]=1[C:20]#[N:21])[CH3:16].C(=O)([O-])[O-].[K+].[K+]. Given the product [C:20]([C:19]1[CH:22]=[C:23]([C:26]2[O:30][N:29]=[C:28]([C:31]3[C:32]([CH3:41])=[C:33]4[C:38](=[CH:39][CH:40]=3)[CH2:37][N:36]([CH2:2][C:3]([O:5][CH3:6])=[O:4])[CH2:35][CH2:34]4)[N:27]=2)[CH:24]=[CH:25][C:18]=1[O:17][CH:15]([CH3:16])[CH3:14])#[N:21], predict the reactants needed to synthesize it. (7) Given the product [CH2:1]([N:8]([C:9]1([CH2:38][CH2:39][C:40]([CH3:43])([CH3:42])[CH3:41])[C:18]2[C:13](=[CH:14][CH:15]=[CH:16][CH:17]=2)[C:12]([OH:19])=[C:11]([C:20]2[NH:25][C:24]3[CH:26]=[CH:27][C:28]([NH:30][S:31]([CH3:34])(=[O:33])=[O:32])=[CH:29][C:23]=3[S:22](=[O:36])(=[O:35])[N:21]=2)[C:10]1=[O:37])[C:44](=[O:46])[CH3:45])[C:2]1[CH:3]=[CH:4][CH:5]=[CH:6][CH:7]=1, predict the reactants needed to synthesize it. The reactants are: [CH2:1]([NH:8][C:9]1([CH2:38][CH2:39][C:40]([CH3:43])([CH3:42])[CH3:41])[C:18]2[C:13](=[CH:14][CH:15]=[CH:16][CH:17]=2)[C:12]([OH:19])=[C:11]([C:20]2[NH:25][C:24]3[CH:26]=[CH:27][C:28]([NH:30][S:31]([CH3:34])(=[O:33])=[O:32])=[CH:29][C:23]=3[S:22](=[O:36])(=[O:35])[N:21]=2)[C:10]1=[O:37])[C:2]1[CH:7]=[CH:6][CH:5]=[CH:4][CH:3]=1.[C:44](OC(=O)C)(=[O:46])[CH3:45].C(N(CC)CC)C. (8) Given the product [Cl:1][C:2]1[N:7]=[C:6]([Cl:8])[C:5]([CH:17]([OH:20])[CH2:18][CH3:19])=[CH:4][N:3]=1, predict the reactants needed to synthesize it. The reactants are: [Cl:1][C:2]1[N:7]=[C:6]([Cl:8])[CH:5]=[CH:4][N:3]=1.[Li+].CC([N-]C(C)C)C.[CH:17](=[O:20])[CH2:18][CH3:19]. (9) Given the product [C:5]([O:9][C:10]([N:12]1[CH2:17][CH2:16][N:15]([S:18]([C:21]2[C:22]([OH:29])=[C:23]([NH:24][C:39]([NH:38][C:32]3[CH:33]=[CH:34][CH:35]=[C:36]([Cl:37])[C:31]=3[Cl:30])=[O:40])[CH:25]=[CH:26][C:27]=2[Cl:28])(=[O:19])=[O:20])[CH2:14][CH2:13]1)=[O:11])([CH3:8])([CH3:6])[CH3:7], predict the reactants needed to synthesize it. The reactants are: NC(N)=O.[C:5]([O:9][C:10]([N:12]1[CH2:17][CH2:16][N:15]([S:18]([C:21]2[C:22]([OH:29])=[C:23]([CH:25]=[CH:26][C:27]=2[Cl:28])[NH2:24])(=[O:20])=[O:19])[CH2:14][CH2:13]1)=[O:11])([CH3:8])([CH3:7])[CH3:6].[Cl:30][C:31]1[C:36]([Cl:37])=[CH:35][CH:34]=[CH:33][C:32]=1[N:38]=[C:39]=[O:40].